This data is from Forward reaction prediction with 1.9M reactions from USPTO patents (1976-2016). The task is: Predict the product of the given reaction. (1) Given the reactants [C:1](Cl)(=[O:3])[CH3:2].[Cl:5][C:6]1[CH:7]=[CH:8][C:9]2[N:18]([C:19]([C:21]3[CH:26]=[CH:25][C:24]([CH2:27][CH2:28][C:29]([N:31]4[CH2:36][CH2:35][NH:34][CH2:33][CH2:32]4)=[O:30])=[C:23]([CH3:37])[CH:22]=3)=[O:20])[CH2:17][C:16]3[CH:15]=[N:14][N:13]([CH3:38])[C:12]=3[NH:11][C:10]=2[CH:39]=1, predict the reaction product. The product is: [C:1]([N:34]1[CH2:33][CH2:32][N:31]([C:29](=[O:30])[CH2:28][CH2:27][C:24]2[CH:25]=[CH:26][C:21]([C:19]([N:18]3[CH2:17][C:16]4[CH:15]=[N:14][N:13]([CH3:38])[C:12]=4[NH:11][C:10]4[CH:39]=[C:6]([Cl:5])[CH:7]=[CH:8][C:9]3=4)=[O:20])=[CH:22][C:23]=2[CH3:37])[CH2:36][CH2:35]1)(=[O:3])[CH3:2]. (2) Given the reactants [CH3:1][C:2]1([CH3:21])[CH2:11][CH2:10][C:9]2[C:4](=[C:5]([C:19]#[N:20])[C:6](=[O:18])[NH:7][C:8]=2[N:12]2[CH2:17][CH2:16][O:15][CH2:14][CH2:13]2)[CH2:3]1.C(=O)([O-])[O-].[K+].[K+].Br[CH2:29][C:30]([O:32][CH2:33][CH3:34])=[O:31], predict the reaction product. The product is: [C:19]([C:5]1[C:4]2[CH2:3][C:2]([CH3:21])([CH3:1])[CH2:11][CH2:10][C:9]=2[C:8]([N:12]2[CH2:13][CH2:14][O:15][CH2:16][CH2:17]2)=[N:7][C:6]=1[O:18][CH2:29][C:30]([O:32][CH2:33][CH3:34])=[O:31])#[N:20]. (3) The product is: [F:1][C:2]1[CH:3]=[C:4]([CH2:8][NH:9][C:10]([C:12]2[C:13]([O:25][CH2:34][CH2:35][O:36][CH3:37])=[N:14][C:15]([N:19]3[CH2:24][CH2:23][O:22][CH2:21][CH2:20]3)=[CH:16][C:17]=2[CH3:18])=[O:11])[CH:5]=[CH:6][CH:7]=1. Given the reactants [F:1][C:2]1[CH:3]=[C:4]([CH2:8][NH:9][C:10]([C:12]2[C:13]([OH:25])=[N:14][C:15]([N:19]3[CH2:24][CH2:23][O:22][CH2:21][CH2:20]3)=[CH:16][C:17]=2[CH3:18])=[O:11])[CH:5]=[CH:6][CH:7]=1.CN(C=O)C.[H-].[Na+].Br[CH2:34][CH2:35][O:36][CH3:37], predict the reaction product.